Dataset: Forward reaction prediction with 1.9M reactions from USPTO patents (1976-2016). Task: Predict the product of the given reaction. (1) Given the reactants [CH2:1]([O:3][C:4](=[O:30])[CH2:5][C:6]1[N:7]([CH3:29])[C:8]2[C:13]([C:14]=1[S:15][C:16]([CH3:19])([CH3:18])[CH3:17])=[CH:12][C:11]([O:20][CH2:21][C:22]1[CH:27]=[CH:26][C:25]([CH3:28])=[CH:24][N:23]=1)=[CH:10][CH:9]=2)[CH3:2].Cl.Cl[CH2:33][C:34]1[CH:39]=[CH:38][N:37]=[CH:36][CH:35]=1, predict the reaction product. The product is: [CH2:1]([O:3][C:4](=[O:30])[CH:5]([C:6]1[N:7]([CH3:29])[C:8]2[C:13]([C:14]=1[S:15][C:16]([CH3:19])([CH3:18])[CH3:17])=[CH:12][C:11]([O:20][CH2:21][C:22]1[CH:27]=[CH:26][C:25]([CH3:28])=[CH:24][N:23]=1)=[CH:10][CH:9]=2)[CH2:33][C:34]1[CH:39]=[CH:38][N:37]=[CH:36][CH:35]=1)[CH3:2]. (2) Given the reactants [O-]S([O-])(=O)=O.[Mg+2].[N:7]1[CH:12]=[CH:11][CH:10]=[CH:9][C:8]=1[CH:13]=O.[NH2:15][C@H:16]([CH:19]([CH3:21])[CH3:20])[CH2:17][OH:18], predict the reaction product. The product is: [CH3:20][CH:19]([CH3:21])[C@@H:16](/[N:15]=[CH:13]/[C:8]1[CH:9]=[CH:10][CH:11]=[CH:12][N:7]=1)[CH2:17][OH:18].